From a dataset of Reaction yield outcomes from USPTO patents with 853,638 reactions. Predict the reaction yield, written as a fraction of the theoretical maximum amount of product (1.0 means a 100% yield; for example, 0.34 means a 34% yield). (1) The reactants are [C:1](=[O:4])([O-:3])[O-].[Cs+].[Cs+].[Cl:7][C:8]1[CH:13]=[CH:12][CH:11]=[CH:10][C:9]=1[N:14]1[C:19](=[O:20])[CH2:18][N:17]([CH2:21][C@H:22]([NH:32]S(C2C=CC=CC=2[N+]([O-])=O)(=O)=O)[C@@H:23]2[CH2:27][C@@H:26]([CH2:28][CH2:29][CH3:30])C(=O)O2)[C:16]([CH3:46])([CH3:45])[CH2:15]1.C1(S)C=CC=CC=1.C(=O)(O)[O-].[Na+].[C:59](OC(OC(C)(C)C)=O)([O:61][C:62]([CH3:65])([CH3:64])[CH3:63])=[O:60].N[C@H]([C@@H]1C[C@@H](CCC)C(=O)O1)CN1C(C)(C)CN(C2C=CC=CC=2Cl)C(=O)C1. The catalyst is C(#N)C.[Cl-].[Na+].O.C(OCC)(=O)C.O. The product is [C:62]([O:61][C:59](=[O:60])[NH:32][C@H:22]([C@@H:23]1[CH2:27][C@@H:26]([CH2:28][CH2:29][CH3:30])[C:1](=[O:4])[O:3]1)[CH2:21][N:17]1[CH2:18][C:19](=[O:20])[N:14]([C:9]2[CH:10]=[CH:11][CH:12]=[CH:13][C:8]=2[Cl:7])[CH2:15][C:16]1([CH3:45])[CH3:46])([CH3:65])([CH3:64])[CH3:63]. The yield is 0.550. (2) The reactants are [Br:1][C:2]1[CH:3]=[C:4]2[C:9](=[N:10][CH:11]=1)[N:8]([CH2:12][CH2:13][OH:14])[CH:7]=[C:6]([C:15]([O:17][CH2:18][CH3:19])=[O:16])[C:5]2=[O:20].C(N(CC)CC)C.[CH3:28][S:29](Cl)(=[O:31])=[O:30]. The catalyst is ClCCl. The product is [Br:1][C:2]1[CH:3]=[C:4]2[C:9](=[N:10][CH:11]=1)[N:8]([CH2:12][CH2:13][O:14][S:29]([CH3:28])(=[O:31])=[O:30])[CH:7]=[C:6]([C:15]([O:17][CH2:18][CH3:19])=[O:16])[C:5]2=[O:20]. The yield is 0.710. (3) The reactants are [NH2:1][CH2:2][C@@H:3]1[CH2:8][CH2:7][C@H:6]([NH:9][C:10]2[CH:15]=[C:14]([N:16]([CH3:18])[CH3:17])[N:13]=[C:12]([CH3:19])[N:11]=2)[CH2:5][CH2:4]1.N1C=CC=CC=1.[F:26][C:27]([F:42])([F:41])[C:28]1[CH:29]=[C:30]([CH:34]=[C:35]([C:37]([F:40])([F:39])[F:38])[CH:36]=1)[C:31](Cl)=[O:32].[C:43]([OH:49])([C:45]([F:48])([F:47])[F:46])=[O:44]. The catalyst is CN(C=O)C.CS(C)=O. The product is [F:46][C:45]([F:48])([F:47])[C:43]([OH:49])=[O:44].[CH3:17][N:16]([CH3:18])[C:14]1[N:13]=[C:12]([CH3:19])[N:11]=[C:10]([NH:9][C@@H:6]2[CH2:7][CH2:8][C@H:3]([CH2:2][NH:1][C:31](=[O:32])[C:30]3[CH:34]=[C:35]([C:37]([F:38])([F:39])[F:40])[CH:36]=[C:28]([C:27]([F:26])([F:41])[F:42])[CH:29]=3)[CH2:4][CH2:5]2)[CH:15]=1. The yield is 0.190. (4) The reactants are [NH2:1][C:2]1[CH:30]=[CH:29][C:5]([O:6][C:7]2[CH:12]=[CH:11][N:10]=[C:9]([NH:13][C:14]([N:16]3[CH2:21][CH2:20][N:19]([CH:22]4[CH2:27][CH2:26][N:25]([CH3:28])[CH2:24][CH2:23]4)[CH2:18][CH2:17]3)=[O:15])[CH:8]=2)=[CH:4][CH:3]=1.[F:31][C:32]1[CH:37]=[CH:36][C:35]([CH2:38][C:39]([N:41]=[C:42]=[O:43])=[O:40])=[CH:34][CH:33]=1. The catalyst is O1CCCC1.C(OCC)(=O)C.CCCCCC. The product is [F:31][C:32]1[CH:33]=[CH:34][C:35]([CH2:38][C:39]([NH:41][C:42](=[O:43])[NH:1][C:2]2[CH:3]=[CH:4][C:5]([O:6][C:7]3[CH:12]=[CH:11][N:10]=[C:9]([NH:13][C:14]([N:16]4[CH2:17][CH2:18][N:19]([CH:22]5[CH2:23][CH2:24][N:25]([CH3:28])[CH2:26][CH2:27]5)[CH2:20][CH2:21]4)=[O:15])[CH:8]=3)=[CH:29][CH:30]=2)=[O:40])=[CH:36][CH:37]=1. The yield is 0.490. (5) The reactants are [Br:1][C:2]1[CH:7]=[CH:6][C:5]([C:8]2[C:12]3[CH2:13][N:14]([C:17](=[O:19])[CH3:18])[CH2:15][CH2:16][C:11]=3[N:10]([CH2:20][C@H:21]3[CH2:23][O:22]3)[N:9]=2)=[CH:4][CH:3]=1.[CH3:24][C:25]1[CH:30]=[CH:29][C:28]([Cl:31])=[CH:27][C:26]=1[N:32]1[CH2:37][CH2:36][NH:35][CH2:34][CH2:33]1. The catalyst is CCO.C(Cl)Cl. The product is [Br:1][C:2]1[CH:3]=[CH:4][C:5]([C:8]2[C:12]3[CH2:13][N:14]([C:17](=[O:19])[CH3:18])[CH2:15][CH2:16][C:11]=3[N:10]([CH2:20][C@H:21]([OH:22])[CH2:23][N:35]3[CH2:34][CH2:33][N:32]([C:26]4[CH:27]=[C:28]([Cl:31])[CH:29]=[CH:30][C:25]=4[CH3:24])[CH2:37][CH2:36]3)[N:9]=2)=[CH:6][CH:7]=1. The yield is 0.610. (6) The product is [CH3:15][C:12]1[CH:11]=[C:10]([CH2:9][NH:8][C:4]2[N:3]=[C:2]([NH:16][C:17]3[CH:18]=[C:19]([C:22]4[S:23][CH:24]=[CH:25][CH:26]=4)[NH:20][N:21]=3)[CH:7]=[CH:6][N:5]=2)[O:14][N:13]=1. The yield is 0.450. The reactants are Cl[C:2]1[CH:7]=[CH:6][N:5]=[C:4]([NH:8][CH2:9][C:10]2[O:14][N:13]=[C:12]([CH3:15])[CH:11]=2)[N:3]=1.[NH2:16][C:17]1[NH:21][N:20]=[C:19]([C:22]2[S:23][CH:24]=[CH:25][CH:26]=2)[CH:18]=1. The catalyst is C(O)C. (7) The reactants are [CH2:1]([N:6]1[C:14]2[C:9](=[CH:10][CH:11]=[CH:12][CH:13]=2)[C:8]2([C:25]3[C:17](=[CH:18][C:19]4[O:20][CH2:21][O:22][C:23]=4[CH:24]=3)[C:16](=[O:26])[CH2:15]2)[C:7]1=[O:27])[CH2:2][CH2:3][CH2:4][CH3:5].[N-:28]=[N+]=[N-].[Na+].FC(F)(F)C(O)=O. The catalyst is O. The product is [CH2:1]([N:6]1[C:14]2[C:9](=[CH:10][CH:11]=[CH:12][CH:13]=2)[C:8]2([C:25]3[CH:24]=[C:23]4[O:22][CH2:21][O:20][C:19]4=[CH:18][C:17]=3[C:16](=[O:26])[NH:28][CH2:15]2)[C:7]1=[O:27])[CH2:2][CH2:3][CH2:4][CH3:5]. The yield is 0.740. (8) The reactants are [O:1]1CCO[CH:2]1[C:6]1[CH:7]=[C:8]([CH:28]=[C:29]([CH3:31])[CH:30]=1)[O:9][C:10]1[N:15]([CH2:16][C:17]2[CH:22]=[CH:21][N:20]=[CH:19][CH:18]=2)[C:14](=[O:23])[NH:13][C:12](=[O:24])[C:11]=1[CH:25]([CH3:27])[CH3:26].O.C1(C)C=CC(S(O)(=O)=O)=CC=1.C(=O)(O)[O-].[Na+]. The catalyst is O.CC(C)=O. The product is [CH:25]([C:11]1[C:12](=[O:24])[NH:13][C:14](=[O:23])[N:15]([CH2:16][C:17]2[CH:18]=[CH:19][N:20]=[CH:21][CH:22]=2)[C:10]=1[O:9][C:8]1[CH:7]=[C:6]([CH:30]=[C:29]([CH3:31])[CH:28]=1)[CH:2]=[O:1])([CH3:27])[CH3:26]. The yield is 0.910. (9) The reactants are [CH2:1]([S:8]([N:11]1[CH2:16][CH2:15][CH2:14][CH2:13][CH:12]1[C:17]([O:19]CC)=[O:18])(=[O:10])=[O:9])[C:2]1[CH:7]=[CH:6][CH:5]=[CH:4][CH:3]=1.[Li+].[OH-].Cl. The catalyst is CO.O. The product is [CH2:1]([S:8]([N:11]1[CH2:16][CH2:15][CH2:14][CH2:13][CH:12]1[C:17]([OH:19])=[O:18])(=[O:9])=[O:10])[C:2]1[CH:7]=[CH:6][CH:5]=[CH:4][CH:3]=1. The yield is 0.940. (10) The reactants are [Cl:1][CH2:2][C:3]1[N:7]([C:8]2[CH:13]=[CH:12][C:11]([C:14]([NH:16][CH2:17][CH3:18])=[O:15])=[CH:10][CH:9]=2)[N:6]=[N:5][C:4]=1[C:19]([OH:21])=O.C1C=C[C:25]2N(O)N=[N:28][C:26]=2[CH:27]=1.C1(N)CC1.CCN=C=NCCCN(C)C. The catalyst is C(#N)C.CN(C=O)C.O. The product is [Cl:1][CH2:2][C:3]1[N:7]([C:8]2[CH:9]=[CH:10][C:11]([C:14]([NH:16][CH2:17][CH3:18])=[O:15])=[CH:12][CH:13]=2)[N:6]=[N:5][C:4]=1[C:19]([NH:28][CH:26]1[CH2:27][CH2:25]1)=[O:21]. The yield is 0.654.